From a dataset of Forward reaction prediction with 1.9M reactions from USPTO patents (1976-2016). Predict the product of the given reaction. (1) Given the reactants [Br:1][C:2]1[C:3]([N:12]2[CH2:17][CH2:16][N:15]([CH2:18][C:19]3[N:23]([CH3:24])[CH:22]=[N:21][CH:20]=3)[CH2:14][CH2:13]2)=[C:4]([N+:9]([O-])=O)[C:5]([NH2:8])=[N:6][CH:7]=1.[C:25]([O:29][C:30]([N:32]1[CH2:37][CH2:36][N:35]([CH2:38][C:39]2[CH:44]=[CH:43][C:42]([CH:45]=O)=[CH:41][CH:40]=2)[CH2:34][CH2:33]1)=[O:31])([CH3:28])([CH3:27])[CH3:26].[O-]S(S([O-])=O)=O.[Na+].[Na+], predict the reaction product. The product is: [Br:1][C:2]1[C:3]([N:12]2[CH2:17][CH2:16][N:15]([CH2:18][C:19]3[N:23]([CH3:24])[CH:22]=[N:21][CH:20]=3)[CH2:14][CH2:13]2)=[C:4]2[N:9]=[C:45]([C:42]3[CH:41]=[CH:40][C:39]([CH2:38][N:35]4[CH2:34][CH2:33][N:32]([C:30]([O:29][C:25]([CH3:26])([CH3:28])[CH3:27])=[O:31])[CH2:37][CH2:36]4)=[CH:44][CH:43]=3)[NH:8][C:5]2=[N:6][CH:7]=1. (2) Given the reactants [Br:1][C:2]1[CH:7]=[CH:6][C:5]([C:8]([F:11])([F:10])[F:9])=[CH:4][C:3]=1[CH2:12][OH:13].C[N+]1([O-])CCOCC1, predict the reaction product. The product is: [Br:1][C:2]1[CH:7]=[CH:6][C:5]([C:8]([F:9])([F:10])[F:11])=[CH:4][C:3]=1[CH:12]=[O:13]. (3) The product is: [Cl:46][C:47]1[CH:48]=[C:49]([NH:60][C:12](=[O:14])[CH2:11][C:6]2[NH:7][C:8]3[C:4]([CH:5]=2)=[CH:3][C:2]([Cl:1])=[CH:10][CH:9]=3)[CH:50]=[CH:51][C:52]=1[C:53]([N:55]1[CH2:56][CH:57]=[CH:58][CH2:59]1)=[O:54]. Given the reactants [Cl:1][C:2]1[CH:3]=[C:4]2[C:8](=[CH:9][CH:10]=1)[NH:7][C:6]([CH2:11][C:12]([OH:14])=O)=[CH:5]2.CN(C(ON1N=NC2C=CC=CC1=2)=[N+](C)C)C.[B-](F)(F)(F)F.C(N(C(C)C)CC)(C)C.[Cl:46][C:47]1[CH:48]=[C:49]([NH2:60])[CH:50]=[CH:51][C:52]=1[C:53]([N:55]1[CH2:59][CH:58]=[CH:57][CH2:56]1)=[O:54].ClCl, predict the reaction product. (4) Given the reactants [ClH:1].O1CCOCC1.C(OC(=O)[NH:14][CH2:15][CH2:16][O:17][C:18]1[CH:23]=[CH:22][C:21]([C:24]2[O:28][C:27]([C:29]([N:31]3[CH2:36][CH2:35][CH2:34][CH2:33][CH2:32]3)=[O:30])=[N:26][C:25]=2[C:37]2[CH:42]=[CH:41][C:40]([O:43][CH3:44])=[CH:39][CH:38]=2)=[CH:20][CH:19]=1)(C)(C)C, predict the reaction product. The product is: [ClH:1].[CH3:44][O:43][C:40]1[CH:39]=[CH:38][C:37]([C:25]2[N:26]=[C:27]([C:29]([N:31]3[CH2:36][CH2:35][CH2:34][CH2:33][CH2:32]3)=[O:30])[O:28][C:24]=2[C:21]2[CH:22]=[CH:23][C:18]([O:17][CH2:16][CH2:15][NH2:14])=[CH:19][CH:20]=2)=[CH:42][CH:41]=1. (5) The product is: [OH:1][C:2]1[C:11]2[C:6](=[CH:7][CH:8]=[C:9]([O:12][C:13]3[CH:14]=[CH:15][C:16]([O:19][CH3:20])=[CH:17][CH:18]=3)[CH:10]=2)[C:5]([CH3:21])=[N:4][C:3]=1[C:22]([NH:26][CH2:27][C:28]([OH:30])=[O:29])=[O:23]. Given the reactants [OH:1][C:2]1[C:11]2[C:6](=[CH:7][CH:8]=[C:9]([O:12][C:13]3[CH:18]=[CH:17][C:16]([O:19][CH3:20])=[CH:15][CH:14]=3)[CH:10]=2)[C:5]([CH3:21])=[N:4][C:3]=1[C:22](OC)=[O:23].[NH2:26][CH2:27][C:28]([OH:30])=[O:29].C[O-].[Na+], predict the reaction product.